From a dataset of Catalyst prediction with 721,799 reactions and 888 catalyst types from USPTO. Predict which catalyst facilitates the given reaction. (1) Reactant: [Cl:1][C:2]1[CH:3]=[C:4]([C:8]2([CH:14]([C:16]3[CH:21]=[CH:20][C:19]([O:22][CH:23]([F:25])[F:24])=[C:18]([CH3:26])[CH:17]=3)[OH:15])SCCCS2)[CH:5]=[CH:6][CH:7]=1.C([OH:31])(C)(C)C.CC(OI1(OC(C)=O)(OC(C)=O)OC(=O)C2C=CC=CC1=2)=O.S([O-])([O-])(=O)=S.[Na+].[Na+]. Product: [Cl:1][C:2]1[CH:3]=[C:4]([C:8](=[O:31])[C:14]([C:16]2[CH:21]=[CH:20][C:19]([O:22][CH:23]([F:25])[F:24])=[C:18]([CH3:26])[CH:17]=2)=[O:15])[CH:5]=[CH:6][CH:7]=1. The catalyst class is: 4. (2) Reactant: [CH3:1][O:2][C:3](=[O:19])[C:4]1[CH:9]=[C:8]([Cl:10])[C:7]([N+:11]([O-:13])=[O:12])=[CH:6][C:5]=1[O:14][CH2:15][CH2:16][CH2:17]Br.[F:20][C:21]1[CH:36]=[CH:35][C:24]([CH2:25][C:26]2([OH:34])[CH2:31][CH2:30][NH:29][CH2:28][C:27]2([CH3:33])[CH3:32])=[CH:23][CH:22]=1.C([O-])([O-])=O.[K+].[K+]. Product: [CH3:1][O:2][C:3](=[O:19])[C:4]1[CH:9]=[C:8]([Cl:10])[C:7]([N+:11]([O-:13])=[O:12])=[CH:6][C:5]=1[O:14][CH2:15][CH2:16][CH2:17][N:29]1[CH2:30][CH2:31][C:26]([CH2:25][C:24]2[CH:23]=[CH:22][C:21]([F:20])=[CH:36][CH:35]=2)([OH:34])[C:27]([CH3:33])([CH3:32])[CH2:28]1. The catalyst class is: 3. (3) Reactant: C(NC(C)C)(C)C.C([Li])CCC.[C:13]([Si:17]([O:20][C:21]1[CH:26]=[CH:25][C:24]([F:27])=[CH:23][C:22]=1[O:28][CH3:29])([CH3:19])[CH3:18])([CH3:16])([CH3:15])[CH3:14].[C:30](O[C:30]([O:32][C:33]([CH3:36])([CH3:35])[CH3:34])=[O:31])([O:32][C:33]([CH3:36])([CH3:35])[CH3:34])=[O:31]. Product: [C:33]([O:32][C:30](=[O:31])[C:23]1[C:24]([F:27])=[CH:25][CH:26]=[C:21]([O:20][Si:17]([C:13]([CH3:16])([CH3:15])[CH3:14])([CH3:19])[CH3:18])[C:22]=1[O:28][CH3:29])([CH3:36])([CH3:35])[CH3:34]. The catalyst class is: 1. (4) Reactant: [F:1][C:2]1[CH:7]=[CH:6][C:5]([CH:8]([OH:13])[CH2:9][N+:10]([O-])=O)=[CH:4][CH:3]=1. Product: [NH2:10][CH2:9][CH:8]([C:5]1[CH:6]=[CH:7][C:2]([F:1])=[CH:3][CH:4]=1)[OH:13]. The catalyst class is: 43. (5) Reactant: [Cl:1][C:2]1[N:7]=[C:6](Cl)[C:5]([CH3:9])=[CH:4][N:3]=1.[O:10]1[CH2:14][CH2:13][CH2:12][CH:11]1[CH2:15][NH2:16].C(N(CC)CC)C. Product: [Cl:1][C:2]1[N:7]=[C:6]([NH:16][CH2:15][CH:11]2[CH2:12][CH2:13][CH2:14][O:10]2)[C:5]([CH3:9])=[CH:4][N:3]=1. The catalyst class is: 5. (6) The catalyst class is: 675. Reactant: [Cl:1][C:2]1[CH:7]=[CH:6][C:5]([CH:8]=[CH:9][C:10]([OH:12])=O)=[CH:4][CH:3]=1.[CH3:13][C:14]1[N:18]([CH3:19])[C:17]([C:20]2[CH:21]=[C:22]([CH:24]=[CH:25][CH:26]=2)[NH2:23])=[CH:16][N:15]=1. Product: [Cl:1][C:2]1[CH:3]=[CH:4][C:5](/[CH:8]=[CH:9]/[C:10]([NH:23][C:22]2[CH:24]=[CH:25][CH:26]=[C:20]([C:17]3[N:18]([CH3:19])[C:14]([CH3:13])=[N:15][CH:16]=3)[CH:21]=2)=[O:12])=[CH:6][CH:7]=1. (7) Reactant: [C:1]1([OH:13])[CH:12]=[C:6]([CH2:7][CH2:8][CH2:9][CH2:10][CH3:11])[CH:5]=[C:3]([OH:4])[CH:2]=1.O=[C:15]1[CH2:20][CH2:19][CH2:18][CH2:17][CH:16]1[C:21](OCC)=[O:22].P(Cl)(Cl)(Cl)=O.O. Product: [OH:13][C:1]1[CH:12]=[C:6]([CH2:7][CH2:8][CH2:9][CH2:10][CH3:11])[CH:5]=[C:3]2[C:2]=1[C:15]1[CH2:20][CH2:19][CH2:18][CH2:17][C:16]=1[C:21](=[O:22])[O:4]2. The catalyst class is: 11. (8) Reactant: C(OC([N:8]1[CH2:12][CH2:11][CH2:10][C@@H:9]1[C:13]([N:15]1[CH2:20][CH2:19][CH:18]([F:21])[CH2:17][CH2:16]1)=[O:14])=O)(C)(C)C.C(O)(C(F)(F)F)=O. Product: [F:21][CH:18]1[CH2:17][CH2:16][N:15]([C:13]([C@H:9]2[CH2:10][CH2:11][CH2:12][NH:8]2)=[O:14])[CH2:20][CH2:19]1. The catalyst class is: 2. (9) Reactant: [C:1]([O:5][C:6](=[O:28])[CH2:7][C@H:8]([C:18]1[O:22][N:21]=[C:20]([C:23](OCC)=[O:24])[N:19]=1)[CH2:9][CH2:10][CH2:11][CH:12]1[CH2:17][CH2:16][CH2:15][CH2:14][CH2:13]1)([CH3:4])([CH3:3])[CH3:2].[N:29]1[CH:34]=[CH:33][C:32]([CH:35]2[CH2:40][CH2:39][NH:38][CH2:37][CH2:36]2)=[CH:31][CH:30]=1. Product: [CH:12]1([CH2:11][CH2:10][CH2:9][C@@H:8]([C:18]2[O:22][N:21]=[C:20]([C:23]([N:38]3[CH2:39][CH2:40][CH:35]([C:32]4[CH:31]=[CH:30][N:29]=[CH:34][CH:33]=4)[CH2:36][CH2:37]3)=[O:24])[N:19]=2)[CH2:7][C:6]([O:5][C:1]([CH3:2])([CH3:3])[CH3:4])=[O:28])[CH2:13][CH2:14][CH2:15][CH2:16][CH2:17]1. The catalyst class is: 8.